Dataset: Reaction yield outcomes from USPTO patents with 853,638 reactions. Task: Predict the reaction yield, written as a fraction of the theoretical maximum amount of product (1.0 means a 100% yield; for example, 0.34 means a 34% yield). The reactants are Cl.[CH3:2][N:3]([CH3:10])[CH2:4][CH2:5][C:6](OC)=[O:7].O.[NH2:12][NH2:13]. The catalyst is CO. The product is [CH3:2][N:3]([CH3:10])[CH2:4][CH2:5][C:6]([NH:12][NH2:13])=[O:7]. The yield is 0.650.